Dataset: Forward reaction prediction with 1.9M reactions from USPTO patents (1976-2016). Task: Predict the product of the given reaction. (1) Given the reactants [Br:1][C:2]1[C:3]([CH2:9][O:10][Si:11]([C:14]([CH3:17])([CH3:16])[CH3:15])([CH3:13])[CH3:12])=[C:4]([CH:6]=[CH:7][CH:8]=1)[NH2:5].[NH2:18][C:19]1[CH:27]=[CH:26][C:25]([F:28])=[CH:24][C:20]=1[C:21](O)=[O:22].[CH:29](OC)(OC)OC, predict the reaction product. The product is: [Br:1][C:2]1[C:3]([CH2:9][O:10][Si:11]([C:14]([CH3:17])([CH3:16])[CH3:15])([CH3:12])[CH3:13])=[C:4]([N:5]2[C:21](=[O:22])[C:20]3[C:19](=[CH:27][CH:26]=[C:25]([F:28])[CH:24]=3)[N:18]=[CH:29]2)[CH:6]=[CH:7][CH:8]=1. (2) Given the reactants [CH:1]1[C:14]2[C:5](=[CH:6][C:7]3[C:12]([C:13]=2[SiH:15]([C:30]2[C:31]4[C:36]([CH:37]=[C:38]5[C:43]=2[CH:42]=[CH:41][CH:40]=[CH:39]5)=[CH:35][CH:34]=[CH:33][CH:32]=4)[C:16]2[C:17]4[C:22]([CH:23]=[C:24]5[C:29]=2[CH:28]=[CH:27][CH:26]=[CH:25]5)=[CH:21][CH:20]=[CH:19][CH:18]=4)=[CH:11][CH:10]=[CH:9][CH:8]=3)[CH:4]=[CH:3][CH:2]=1.[Mn]([O-])(=O)(=O)=[O:45].[K+], predict the reaction product. The product is: [CH:11]1[C:12]2[C:7](=[CH:6][C:5]3[C:14]([C:13]=2[Si:15]([C:16]2[C:29]4[C:24]([CH:23]=[C:22]5[C:17]=2[CH:18]=[CH:19][CH:20]=[CH:21]5)=[CH:25][CH:26]=[CH:27][CH:28]=4)([C:30]2[C:31]4[C:36]([CH:37]=[C:38]5[C:43]=2[CH:42]=[CH:41][CH:40]=[CH:39]5)=[CH:35][CH:34]=[CH:33][CH:32]=4)[OH:45])=[CH:1][CH:2]=[CH:3][CH:4]=3)[CH:8]=[CH:9][CH:10]=1. (3) Given the reactants [C:1]([C:3]1[CH:8]=[CH:7][C:6]([S:9]([N:12]2[CH2:17][CH2:16][N:15](C(OC(C)(C)C)=O)[C@H:14]([CH3:25])[CH2:13]2)(=[O:11])=[O:10])=[C:5]([CH3:26])[CH:4]=1)#[N:2].C(O)(C(F)(F)F)=O, predict the reaction product. The product is: [CH3:26][C:5]1[CH:4]=[C:3]([CH:8]=[CH:7][C:6]=1[S:9]([N:12]1[CH2:17][CH2:16][NH:15][C@H:14]([CH3:25])[CH2:13]1)(=[O:11])=[O:10])[C:1]#[N:2]. (4) Given the reactants [Na].CC1C(C[S:23]([C:25]2[NH:29][C:28]3[CH:30]=[CH:31][CH:32]=[CH:33][C:27]=3[N:26]=2)=O)=NC=CC=1OCC1(C)OCC2(OCCO2)CO1.CC1(C)OCC(COC2C(C)=CN=[C:45]([CH2:50][OH:51])C=2C)CO1.O.CC1(C)OCC(COC2C(C)=CN=C(CO)C=2C)C[O:57]1, predict the reaction product. The product is: [NH:29]1[C:28]2[CH:30]=[C:31]3[O:51][CH2:50][CH2:45][O:57][C:32]3=[CH:33][C:27]=2[N:26]=[C:25]1[SH:23]. (5) Given the reactants Br[C:2]1[CH:3]=[N:4][C:5]2[C:10]([CH:11]=1)=[C:9]([F:12])[C:8]([CH2:13][C:14]([O:16][CH3:17])=[O:15])=[C:7]([F:18])[CH:6]=2.CN1[C:24](=O)[CH2:23][CH2:22][CH2:21]1.C([O-])(O)=O.[Na+].[C:31](OCC)(=O)[CH3:32], predict the reaction product. The product is: [CH:21]1([C:2]2[CH:3]=[N:4][C:5]3[C:10]([CH:11]=2)=[C:9]([F:12])[C:8]([CH2:13][C:14]([O:16][CH3:17])=[O:15])=[C:7]([F:18])[CH:6]=3)[CH2:32][CH2:31][CH2:24][CH2:23][CH2:22]1.